From a dataset of Peptide-MHC class I binding affinity with 185,985 pairs from IEDB/IMGT. Regression. Given a peptide amino acid sequence and an MHC pseudo amino acid sequence, predict their binding affinity value. This is MHC class I binding data. (1) The peptide sequence is RVYKNYDPR. The MHC is HLA-A30:01 with pseudo-sequence HLA-A30:01. The binding affinity (normalized) is 0.247. (2) The peptide sequence is APAGAKFPI. The MHC is HLA-B07:02 with pseudo-sequence HLA-B07:02. The binding affinity (normalized) is 0.866. (3) The peptide sequence is TLSRVWGNK. The MHC is HLA-A02:06 with pseudo-sequence HLA-A02:06. The binding affinity (normalized) is 0.102. (4) The peptide sequence is LTDSSTLLV. The MHC is HLA-B39:01 with pseudo-sequence HLA-B39:01. The binding affinity (normalized) is 0.0847. (5) The peptide sequence is IVVPVIDRL. The MHC is HLA-A02:06 with pseudo-sequence HLA-A02:06. The binding affinity (normalized) is 0.683.